From a dataset of Peptide-MHC class I binding affinity with 185,985 pairs from IEDB/IMGT. Regression. Given a peptide amino acid sequence and an MHC pseudo amino acid sequence, predict their binding affinity value. This is MHC class I binding data. (1) The peptide sequence is ACQGVGGPSHK. The MHC is HLA-B15:01 with pseudo-sequence HLA-B15:01. The binding affinity (normalized) is 0.0322. (2) The peptide sequence is RYSNFAWYF. The MHC is HLA-A24:03 with pseudo-sequence HLA-A24:03. The binding affinity (normalized) is 0.455. (3) The peptide sequence is ELPETMETLL. The MHC is HLA-A26:01 with pseudo-sequence HLA-A26:01. The binding affinity (normalized) is 0.282.